The task is: Predict the reaction yield, written as a fraction of the theoretical maximum amount of product (1.0 means a 100% yield; for example, 0.34 means a 34% yield).. This data is from Reaction yield outcomes from USPTO patents with 853,638 reactions. (1) The reactants are C(O[CH:5]([C:28]1[CH:29]=[CH:30][C:31]2[N:35]=[C:34]3[S:36][CH2:37][CH2:38][CH2:39][N:33]3[C:32]=2[CH:40]=1)[C:6]1(Br)[C:12](=[O:13])[N:11]2[C@@H:7]1[S:8][CH:9]=[C:10]2[C:14]([O:16]CC1C=CC([N+]([O-])=O)=CC=1)=[O:15])(=O)C.[H][H]. The catalyst is C1COCC1.P([O-])([O-])([O-])=O. The product is [S:36]1[C:34]2=[N:35][C:31]3[CH:30]=[CH:29][C:28](/[CH:5]=[C:6]4\[C@@H:7]5[N:11]([C:12]\4=[O:13])[C:10]([C:14]([OH:16])=[O:15])=[CH:9][S:8]5)=[CH:40][C:32]=3[N:33]2[CH2:39][CH2:38][CH2:37]1. The yield is 0.180. (2) The reactants are [C:1]([NH:5][S:6]([CH2:9][CH2:10][CH2:11]Cl)(=[O:8])=[O:7])([CH3:4])([CH3:3])[CH3:2].[Li]CCCC. The catalyst is C1COCC1. The product is [C:1]([NH:5][S:6]([CH:9]1[CH2:11][CH2:10]1)(=[O:8])=[O:7])([CH3:4])([CH3:3])[CH3:2]. The yield is 0.560. (3) The reactants are C([O:3][C:4]([C:6]1[CH:15]=[C:14]([O:16][S:17]([C:20]([F:23])([F:22])[F:21])(=[O:19])=[O:18])[C:13]2[C:8](=[CH:9][CH:10]=[CH:11][CH:12]=2)[N:7]=1)=O)C.[H-].CO.O. The catalyst is C1(C)C=CC=CC=1. The product is [F:23][C:20]([F:21])([F:22])[S:17]([O:16][C:14]1[C:13]2[C:8](=[CH:9][CH:10]=[CH:11][CH:12]=2)[N:7]=[C:6]([CH:4]=[O:3])[CH:15]=1)(=[O:18])=[O:19]. The yield is 0.740. (4) The reactants are Cl[C:2]1[N:7]=[C:6]([NH:8][C@H:9]([CH3:12])[CH2:10][OH:11])[C:5]([C:13]2[S:14][CH:15]=[CH:16][CH:17]=2)=[CH:4][N:3]=1.[NH2:18][C:19]1[CH:24]=[CH:23][C:22]([S:25]([CH3:38])(=[N:27][C:28](=[O:37])[NH:29][CH2:30][C:31]2[CH:36]=[CH:35][CH:34]=[CH:33][CH:32]=2)=[O:26])=[CH:21][CH:20]=1. No catalyst specified. The product is [CH2:30]([NH:29][C:28]([N:27]=[S:25]([C:22]1[CH:23]=[CH:24][C:19]([NH:18][C:2]2[N:7]=[C:6]([NH:8][C@H:9]([CH3:12])[CH2:10][OH:11])[C:5]([C:13]3[S:14][CH:15]=[CH:16][CH:17]=3)=[CH:4][N:3]=2)=[CH:20][CH:21]=1)([CH3:38])=[O:26])=[O:37])[C:31]1[CH:36]=[CH:35][CH:34]=[CH:33][CH:32]=1. The yield is 0.260. (5) The reactants are [Cl:1][C:2]1[C:11]2[C:10](=[O:12])OC(=O)[NH:7][C:6]=2[CH:5]=[CH:4][CH:3]=1.[NH2:14][C:15]1[CH:20]=[CH:19][CH:18]=[CH:17][CH:16]=1. The catalyst is O1CCOCC1. The product is [NH2:7][C:6]1[CH:5]=[CH:4][CH:3]=[C:2]([Cl:1])[C:11]=1[C:10]([NH:14][C:15]1[CH:20]=[CH:19][CH:18]=[CH:17][CH:16]=1)=[O:12]. The yield is 0.900. (6) The reactants are [OH:1][N:2]=[C:3](Cl)[C:4]1[C:8]([NH:9][CH2:10][CH2:11][O:12][CH3:13])=[N:7][O:6][N:5]=1.FC(F)(F)C(O)=O.[Cl:22][C:23]1[CH:24]=[C:25]([CH2:28][NH2:29])[O:26][CH:27]=1. No catalyst specified. The product is [Cl:22][C:23]1[CH:24]=[C:25]([CH2:28][NH:29][C:3]([C:4]2[C:8]([NH:9][CH2:10][CH2:11][O:12][CH3:13])=[N:7][O:6][N:5]=2)=[N:2][OH:1])[O:26][CH:27]=1. The yield is 1.00. (7) The reactants are C(OC([N:8]1[CH2:13][CH2:12][CH:11]([O:14][C:15]2[CH:20]=[CH:19][C:18]([N+:21]([O-:23])=[O:22])=[CH:17][CH:16]=2)[CH2:10][CH2:9]1)=O)(C)(C)C.C(O)(C(F)(F)F)=O. The catalyst is C(Cl)Cl. The product is [N+:21]([C:18]1[CH:19]=[CH:20][C:15]([O:14][CH:11]2[CH2:10][CH2:9][NH:8][CH2:13][CH2:12]2)=[CH:16][CH:17]=1)([O-:23])=[O:22]. The yield is 1.00. (8) The reactants are [CH2:1]([O:3][C:4]([C:6]1[CH:7]=[N:8][N:9]([C:11](=[NH:23])[NH:12][C:13]2[CH:14]=[CH:15][C:16]3[S:20][CH:19]=[N:18][C:17]=3[C:21]=2Br)[CH:10]=1)=[O:5])[CH3:2].N1C2C(=CC=C3C=2N=CC=C3)C=CC=1.C(=O)([O-])[O-].[Cs+].[Cs+]. The catalyst is [Cu]I.COCCOC. The product is [CH2:1]([O:3][C:4]([C:6]1[CH:7]=[N:8][N:9]([C:11]2[NH:23][C:21]3[C:17]4[N:18]=[CH:19][S:20][C:16]=4[CH:15]=[CH:14][C:13]=3[N:12]=2)[CH:10]=1)=[O:5])[CH3:2]. The yield is 0.210. (9) The reactants are I[C:2]1[S:6][C:5]([C:7]2[CH:8]=[C:9]3[C:13](=[CH:14][CH:15]=2)[C:12](=[O:16])[N:11]([CH3:17])[CH2:10]3)=[CH:4][CH:3]=1.CC1(C)C(C)(C)OB([C:26]2[CH:31]=[CH:30][N:29]=[C:28]([NH2:32])[CH:27]=2)O1. The catalyst is C(Cl)Cl.CO. The product is [NH2:32][C:28]1[CH:27]=[C:26]([C:2]2[S:6][C:5]([C:7]3[CH:8]=[C:9]4[C:13](=[CH:14][CH:15]=3)[C:12](=[O:16])[N:11]([CH3:17])[CH2:10]4)=[CH:4][CH:3]=2)[CH:31]=[CH:30][N:29]=1. The yield is 0.720. (10) The reactants are C[O:2][C:3](=[O:21])[CH2:4][C:5]1[CH:10]=[CH:9][CH:8]=[C:7]([S:11][CH2:12][CH2:13][C@H:14]([O:16]S(C)(=O)=O)[CH3:15])[CH:6]=1.[CH2:22]([C:24]1[CH:25]=[CH:26][C:27](O)=[C:28]([C:30]([C:32]2[CH:37]=[CH:36][CH:35]=[CH:34][CH:33]=2)=[O:31])[CH:29]=1)[CH3:23]. No catalyst specified. The product is [C:30]([C:28]1[CH:29]=[C:24]([CH2:22][CH3:23])[CH:25]=[CH:26][C:27]=1[O:16][C@@H:14]([CH3:15])[CH2:13][CH2:12][S:11][C:7]1[CH:6]=[C:5]([CH2:4][C:3]([OH:2])=[O:21])[CH:10]=[CH:9][CH:8]=1)(=[O:31])[C:32]1[CH:33]=[CH:34][CH:35]=[CH:36][CH:37]=1. The yield is 0.400.